From a dataset of Peptide-MHC class II binding affinity with 134,281 pairs from IEDB. Regression. Given a peptide amino acid sequence and an MHC pseudo amino acid sequence, predict their binding affinity value. This is MHC class II binding data. The peptide sequence is DFYFVINVRNVSVSA. The MHC is HLA-DPA10301-DPB10402 with pseudo-sequence HLA-DPA10301-DPB10402. The binding affinity (normalized) is 0.